The task is: Predict the reactants needed to synthesize the given product.. This data is from Full USPTO retrosynthesis dataset with 1.9M reactions from patents (1976-2016). (1) The reactants are: [OH:1][C:2]([C:5]1[CH:17]=[C:16]2[C:8]([C:9]3[C:10](B4OC(C)(C)C(C)(C)O4)=[CH:11][CH:12]=[C:13]([C:18]([NH2:20])=[O:19])[C:14]=3[NH:15]2)=[CH:7][CH:6]=1)([CH3:4])[CH3:3].Br[C:31]1[C:32]([CH3:52])=[C:33]([N:37]2[C:46](=[O:47])[C:45]3[C:40](=[C:41]([O:48][CH3:49])[CH:42]=[CH:43][CH:44]=3)[N:39]([CH3:50])[C:38]2=[O:51])[CH:34]=[CH:35][CH:36]=1.C([O-])([O-])=O.[Cs+].[Cs+]. Given the product [OH:1][C:2]([C:5]1[CH:17]=[C:16]2[C:8]([C:9]3[C:10]([C:31]4[CH:36]=[CH:35][CH:34]=[C:33]([N:37]5[C:46](=[O:47])[C:45]6[C:40](=[C:41]([O:48][CH3:49])[CH:42]=[CH:43][CH:44]=6)[N:39]([CH3:50])[C:38]5=[O:51])[C:32]=4[CH3:52])=[CH:11][CH:12]=[C:13]([C:18]([NH2:20])=[O:19])[C:14]=3[NH:15]2)=[CH:7][CH:6]=1)([CH3:4])[CH3:3], predict the reactants needed to synthesize it. (2) Given the product [Si:1]([O:8][C@@H:9]1[C@@:28]2([CH3:29])[C:13](=[CH:14][CH:15]=[C:16]3[C@@H:27]2[CH2:26][CH2:25][C@@:24]2([CH3:30])[C@H:17]3[CH2:18][CH:19]=[C:20]2[C@H:21]([O:23][CH2:57]/[CH:58]=[CH:59]\[C:60]([CH2:71][CH3:72])([O:63][Si:64]([CH2:69][CH3:70])([CH2:65][CH3:66])[CH2:67][CH3:68])[CH2:61][CH3:62])[CH3:22])[CH2:12][C@@H:11]([O:31][Si:32]([C:35]([CH3:37])([CH3:36])[CH3:38])([CH3:33])[CH3:34])[CH2:10]1)([C:4]([CH3:7])([CH3:6])[CH3:5])([CH3:3])[CH3:2], predict the reactants needed to synthesize it. The reactants are: [Si:1]([O:8][C@@H:9]1[C@@:28]2([CH3:29])[C:13](=[CH:14][CH:15]=[C:16]3[C@@H:27]2[CH2:26][CH2:25][C@@:24]2([CH3:30])[C@H:17]3[CH2:18][CH:19]=[C:20]2[C@H:21]([OH:23])[CH3:22])[CH2:12][C@@H:11]([O:31][Si:32]([C:35]([CH3:38])([CH3:37])[CH3:36])([CH3:34])[CH3:33])[CH2:10]1)([C:4]([CH3:7])([CH3:6])[CH3:5])([CH3:3])[CH3:2].[H-].[Na+].C1OCCOCCOCCOCCOC1.Br[CH2:57]/[CH:58]=[CH:59]\[C:60]([CH2:71][CH3:72])([O:63][Si:64]([CH2:69][CH3:70])([CH2:67][CH3:68])[CH2:65][CH3:66])[CH2:61][CH3:62]. (3) The reactants are: [NH:1]1[CH:8]=[CH:7][C:5](=[O:6])[NH:4][C:2]1=[S:3].C([O-])([O-])=O.[K+].[K+].Br[CH2:16][CH2:17][CH3:18]. Given the product [CH2:16]([S:3][C:2]1[N:4]=[C:5]([OH:6])[CH:7]=[CH:8][N:1]=1)[CH2:17][CH3:18], predict the reactants needed to synthesize it. (4) Given the product [O:27]1[CH2:31][CH2:30][CH:29]([O:32][C:34]([N:7]2[CH2:6][CH2:5][N:4]([C:9]3[C:18]4[C:13](=[CH:14][C:15]([CH3:19])=[CH:16][CH:17]=4)[N:12]=[C:11]([C:20]4[CH:25]=[CH:24][CH:23]=[CH:22][C:21]=4[OH:26])[N:10]=3)[C@H:3]([CH2:2][OH:1])[CH2:8]2)=[O:35])[CH2:28]1, predict the reactants needed to synthesize it. The reactants are: [OH:1][CH2:2][CH:3]1[CH2:8][NH:7][CH2:6][CH2:5][N:4]1[C:9]1[C:18]2[C:13](=[CH:14][C:15]([CH3:19])=[CH:16][CH:17]=2)[N:12]=[C:11]([C:20]2[CH:25]=[CH:24][CH:23]=[CH:22][C:21]=2[OH:26])[N:10]=1.[O:27]1[CH2:31][CH2:30][C@H:29]([OH:32])[CH2:28]1.Cl[C:34]([O-])=[O:35].C(N(CC)CC)C. (5) Given the product [Cl:1][C:2]1[CH:7]=[C:6]([O:8][CH3:9])[CH:5]=[CH:4][C:3]=1/[C:10](/[CH:36]1[CH2:37][CH2:38][CH2:39]1)=[C:11](\[C:28]1[CH:35]=[CH:34][C:31](/[CH:32]=[CH:42]/[C:40]#[N:41])=[CH:30][CH:29]=1)/[C:12]1[CH:13]=[C:14]2[C:18](=[CH:19][CH:20]=1)[N:17]([CH:21]1[CH2:26][CH2:25][CH2:24][CH2:23][O:22]1)[N:16]=[C:15]2[F:27], predict the reactants needed to synthesize it. The reactants are: [Cl:1][C:2]1[CH:7]=[C:6]([O:8][CH3:9])[CH:5]=[CH:4][C:3]=1/[C:10](/[CH:36]1[CH2:39][CH2:38][CH2:37]1)=[C:11](\[C:28]1[CH:35]=[CH:34][C:31]([CH:32]=O)=[CH:30][CH:29]=1)/[C:12]1[CH:13]=[C:14]2[C:18](=[CH:19][CH:20]=1)[N:17]([CH:21]1[CH2:26][CH2:25][CH2:24][CH2:23][O:22]1)[N:16]=[C:15]2[F:27].[C:40]([CH2:42]P(=O)(OCC)OCC)#[N:41]. (6) Given the product [CH3:22][C:4]([N:6]1[CH2:7][CH2:8][N:9]([C:12]2[CH:17]=[CH:16][C:15]([C:18]([F:20])([F:21])[F:19])=[CH:14][N:13]=2)[CH2:10][CH2:11]1)([CH3:5])[C:3]([OH:23])=[O:2], predict the reactants needed to synthesize it. The reactants are: C[O:2][C:3](=[O:23])[C:4]([CH3:22])([N:6]1[CH2:11][CH2:10][N:9]([C:12]2[CH:17]=[CH:16][C:15]([C:18]([F:21])([F:20])[F:19])=[CH:14][N:13]=2)[CH2:8][CH2:7]1)[CH3:5].[OH-].[K+]. (7) Given the product [NH2:15][C:7]1[CH:6]=[C:5]([CH2:4][OH:11])[C:10]2[O:14][CH2:12][CH2:19][CH2:20][O:21][C:9]=2[CH:8]=1, predict the reactants needed to synthesize it. The reactants are: [N+]([CH:4]([OH:11])[C:5]1[CH:10]=[CH:9][CH:8]=[CH:7][CH:6]=1)([O-])=O.[CH:12]([O-:14])=O.[NH4+:15].[H][H].C1C[O:21][CH2:20][CH2:19]1.